From a dataset of Full USPTO retrosynthesis dataset with 1.9M reactions from patents (1976-2016). Predict the reactants needed to synthesize the given product. (1) Given the product [F:17][C:14]1[CH:15]=[CH:16][C:11]([C@@H:9]([NH:8][C:6]2[N:5]=[C:4]([C:18]3[CH:19]=[N:20][CH:21]=[C:22]([CH:25]=3)[C:23]#[N:24])[CH:3]=[C:2]([NH:26][C:27]3[CH:32]=[N:31][CH:30]=[CH:29][N:28]=3)[N:7]=2)[CH3:10])=[CH:12][CH:13]=1, predict the reactants needed to synthesize it. The reactants are: Cl[C:2]1[N:7]=[C:6]([NH:8][C@H:9]([C:11]2[CH:16]=[CH:15][C:14]([F:17])=[CH:13][CH:12]=2)[CH3:10])[N:5]=[C:4]([C:18]2[CH:19]=[N:20][CH:21]=[C:22]([CH:25]=2)[C:23]#[N:24])[CH:3]=1.[NH2:26][C:27]1[CH:32]=[N:31][CH:30]=[CH:29][N:28]=1.C1(P(C2CCCCC2)C2C=CC=CC=2C2C(C(C)C)=CC(C(C)C)=CC=2C(C)C)CCCCC1.CC(C)([O-])C.[Na+]. (2) Given the product [NH2:1][C:2]1[N:7]=[C:6]([C:8]2[O:9][CH:10]=[CH:11][CH:12]=2)[C:5]([C:13]#[N:14])=[C:4]([NH:28][CH2:27][C:23]2[CH:22]=[C:21]([CH3:20])[CH:26]=[CH:25][N:24]=2)[N:3]=1, predict the reactants needed to synthesize it. The reactants are: [NH2:1][C:2]1[N:7]=[C:6]([C:8]2[O:9][CH:10]=[CH:11][CH:12]=2)[C:5]([C:13]#[N:14])=[C:4](S(C)=O)[N:3]=1.Cl.Cl.[CH3:20][C:21]1[CH:26]=[CH:25][N:24]=[C:23]([CH2:27][NH2:28])[CH:22]=1.C1CCN2C(=NCCC2)CC1. (3) Given the product [CH3:6][C@H:7]1[NH:8][CH2:9][CH2:10][N:11]([S:2]([CH3:1])(=[O:4])=[O:3])[CH2:12]1, predict the reactants needed to synthesize it. The reactants are: [CH3:1][S:2](Cl)(=[O:4])=[O:3].[CH3:6][C@@H:7]1[CH2:12][NH:11][CH2:10][CH2:9][NH:8]1.Cl. (4) The reactants are: [H-].[Al+3].[Li+].[H-].[H-].[H-].[Br:7][C:8]1[CH:9]=[CH:10][C:11]([O:34][CH2:35][CH:36]([CH3:38])[CH3:37])=[C:12]([CH2:14][N:15]2[C:19]([CH3:20])=[CH:18][C:17]([NH:21][C:22]([C:24]3[CH:33]=[CH:32][C:27]([C:28](OC)=[O:29])=[CH:26][CH:25]=3)=[O:23])=[N:16]2)[CH:13]=1. Given the product [Br:7][C:8]1[CH:9]=[CH:10][C:11]([O:34][CH2:35][CH:36]([CH3:38])[CH3:37])=[C:12]([CH2:14][N:15]2[C:19]([CH3:20])=[CH:18][C:17]([NH:21][C:22](=[O:23])[C:24]3[CH:33]=[CH:32][C:27]([CH2:28][OH:29])=[CH:26][CH:25]=3)=[N:16]2)[CH:13]=1, predict the reactants needed to synthesize it. (5) Given the product [Br:23][C:21]1[CH:20]=[N:19][C:18]2[NH:24][C:4](=[O:3])[CH2:5][N:6]([CH2:7][C:8]3[CH:13]=[CH:12][C:11]([O:14][CH3:15])=[CH:10][CH:9]=3)[CH2:16][C:17]=2[CH:22]=1, predict the reactants needed to synthesize it. The reactants are: C([O:3][C:4](=O)[CH2:5][N:6]([CH2:16][C:17]1[C:18]([NH2:24])=[N:19][CH:20]=[C:21]([Br:23])[CH:22]=1)[CH2:7][C:8]1[CH:13]=[CH:12][C:11]([O:14][CH3:15])=[CH:10][CH:9]=1)C.[H-].[Na+].